Task: Predict the reaction yield, written as a fraction of the theoretical maximum amount of product (1.0 means a 100% yield; for example, 0.34 means a 34% yield).. Dataset: Reaction yield outcomes from USPTO patents with 853,638 reactions (1) The reactants are [Cl:1][C:2]1[N:3]=[C:4](Cl)[C:5]2[CH2:10][CH2:9][CH:8]([C:11]3[CH:16]=[CH:15][C:14]([F:17])=[CH:13][CH:12]=3)[C:6]=2[N:7]=1.Cl.[C@H:20]12[CH2:26][C@H:23]([NH:24][CH2:25]1)[CH2:22][O:21]2.CCN(C(C)C)C(C)C. The catalyst is CO. The product is [Cl:1][C:2]1[N:3]=[C:4]([N:24]2[CH2:25][C@@H:20]3[CH2:26][C@H:23]2[CH2:22][O:21]3)[C:5]2[CH2:10][CH2:9][CH:8]([C:11]3[CH:16]=[CH:15][C:14]([F:17])=[CH:13][CH:12]=3)[C:6]=2[N:7]=1. The yield is 0.606. (2) The reactants are NC1C=CC=CC=1NC[N:10]1[CH2:14][CH:13]([CH2:15][CH2:16][CH3:17])[CH2:12][C:11]1=[O:18].C(=O)CC.C(O)(=O)C. The catalyst is O1CCOCC1. The product is [CH2:15]([CH:13]1[CH2:14][NH:10][C:11](=[O:18])[CH2:12]1)[CH2:16][CH3:17]. The yield is 0.330. (3) The reactants are Cl[C:2](Cl)([O:4]C(=O)OC(Cl)(Cl)Cl)Cl.[NH2:13][C:14]1[CH:19]=[CH:18][C:17]([N:20]2[C:24](=[O:25])[C:23]3=[CH:26][C:27]([Cl:30])=[CH:28][CH:29]=[C:22]3[C:21]2=[O:31])=[C:16]([CH3:32])[CH:15]=1.[Cl:33][C:34]1[S:38][C:37]([CH2:39][NH2:40])=[CH:36][CH:35]=1. The catalyst is C(Cl)Cl.C(N(CC)C(C)C)C.CCN(C(C)C)C(C)C. The product is [Cl:33][C:34]1[S:38][C:37]([CH2:39][NH:40][C:2]([NH:13][C:14]2[CH:19]=[CH:18][C:17]([N:20]3[C:24](=[O:25])[C:23]4[CH:26]=[C:27]([Cl:30])[CH:28]=[CH:29][C:22]=4[C:21]3=[O:31])=[C:16]([CH3:32])[CH:15]=2)=[O:4])=[CH:36][CH:35]=1. The yield is 0.200. (4) The reactants are [F:1][C:2]1[C:20]([O:21][CH:22]([CH3:24])[CH3:23])=[CH:19][C:5]([C:6]([NH:8][C:9]2[CH:18]=[CH:17][C:12]([C:13]([O:15]C)=[O:14])=[CH:11][CH:10]=2)=[O:7])=[CH:4][C:3]=1[O:25][CH:26]([CH3:28])[CH3:27].[Li+].[OH-].Cl. The catalyst is C1COCC1. The product is [F:1][C:2]1[C:3]([O:25][CH:26]([CH3:27])[CH3:28])=[CH:4][C:5]([C:6]([NH:8][C:9]2[CH:10]=[CH:11][C:12]([C:13]([OH:15])=[O:14])=[CH:17][CH:18]=2)=[O:7])=[CH:19][C:20]=1[O:21][CH:22]([CH3:24])[CH3:23]. The yield is 0.380. (5) The reactants are [OH:1][CH2:2][CH2:3][N:4]([CH:22]([CH3:24])[CH3:23])[C:5]([C:7]1[S:8][C:9]2[CH2:10][CH2:11][O:12][C:13]3[CH:20]=[CH:19][C:18](Br)=[CH:17][C:14]=3[C:15]=2[N:16]=1)=[O:6].[CH3:25][C:26]1[CH:31]=[CH:30][N:29]=[CH:28][C:27]=1B(O)O. No catalyst specified. The product is [OH:1][CH2:2][CH2:3][N:4]([CH:22]([CH3:24])[CH3:23])[C:5]([C:7]1[S:8][C:9]2[CH2:10][CH2:11][O:12][C:13]3[CH:20]=[CH:19][C:18]([C:27]4[CH:28]=[N:29][CH:30]=[CH:31][C:26]=4[CH3:25])=[CH:17][C:14]=3[C:15]=2[N:16]=1)=[O:6]. The yield is 0.0800.